This data is from Full USPTO retrosynthesis dataset with 1.9M reactions from patents (1976-2016). The task is: Predict the reactants needed to synthesize the given product. Given the product [OH:7][NH:8][C:9]([C:11]1[CH:16]=[N:15][C:14]([N:17]2[CH2:22][CH:21]3[CH:19]([CH:20]3[N:23]([S:31]([C:34]3[CH:43]=[CH:42][C:41]4[C:36](=[CH:37][CH:38]=[CH:39][CH:40]=4)[CH:35]=3)(=[O:33])=[O:32])[CH2:24][CH2:25][N:26]3[CH2:30][CH2:29][CH2:28][CH2:27]3)[CH2:18]2)=[N:13][CH:12]=1)=[O:10], predict the reactants needed to synthesize it. The reactants are: O1CCCCC1[O:7][NH:8][C:9]([C:11]1[CH:12]=[N:13][C:14]([N:17]2[CH2:22][CH:21]3[CH:19]([CH:20]3[N:23]([S:31]([C:34]3[CH:43]=[CH:42][C:41]4[C:36](=[CH:37][CH:38]=[CH:39][CH:40]=4)[CH:35]=3)(=[O:33])=[O:32])[CH2:24][CH2:25][N:26]3[CH2:30][CH2:29][CH2:28][CH2:27]3)[CH2:18]2)=[N:15][CH:16]=1)=[O:10].C(O)(C(F)(F)F)=O.C(Cl)Cl.